From a dataset of Forward reaction prediction with 1.9M reactions from USPTO patents (1976-2016). Predict the product of the given reaction. (1) The product is: [C:25]([N:15]([CH2:16][C:17]1[CH:22]=[CH:21][C:20]([O:23][CH3:24])=[CH:19][CH:18]=1)[C:14]1[C:13]2[C:8](=[CH:9][CH:10]=[C:11]([C:28]3[CH:29]=[CH:30][C:31]([O:34][CH:35]([CH3:37])[CH3:36])=[CH:32][CH:33]=3)[CH:12]=2)[N:7]([CH2:38][C:39]2[CH:44]=[CH:43][CH:42]=[C:41]([Cl:45])[CH:40]=2)[C:6]=1[C:4]([OH:5])=[O:3])(=[O:27])[CH3:26]. Given the reactants C([O:3][C:4]([C:6]1[N:7]([CH2:38][C:39]2[CH:44]=[CH:43][CH:42]=[C:41]([Cl:45])[CH:40]=2)[C:8]2[C:13]([C:14]=1[N:15]([C:25](=[O:27])[CH3:26])[CH2:16][C:17]1[CH:22]=[CH:21][C:20]([O:23][CH3:24])=[CH:19][CH:18]=1)=[CH:12][C:11]([C:28]1[CH:33]=[CH:32][C:31]([O:34][CH:35]([CH3:37])[CH3:36])=[CH:30][CH:29]=1)=[CH:10][CH:9]=2)=[O:5])C.[OH-].[Na+], predict the reaction product. (2) The product is: [C:1]1([P:7]([CH2:15]/[CH:16]=[N:19]\[OH:20])([C:9]2[CH:14]=[CH:13][CH:12]=[CH:11][CH:10]=2)=[O:8])[CH:6]=[CH:5][CH:4]=[CH:3][CH:2]=1. Given the reactants [C:1]1([P:7]([CH2:15][CH:16]=O)([C:9]2[CH:14]=[CH:13][CH:12]=[CH:11][CH:10]=2)=[O:8])[CH:6]=[CH:5][CH:4]=[CH:3][CH:2]=1.Cl.[NH2:19][OH:20].[OH-].[Na+].Cl, predict the reaction product. (3) Given the reactants [NH2:1][C:2]1[C:7]([C:8]2[CH:13]=[CH:12][C:11]([OH:14])=[CH:10][CH:9]=2)=[C:6]([CH2:15][CH3:16])[C:5](Br)=[CH:4][N:3]=1.[N:18]1[NH:19][CH:20]=[C:21]2[C:26]=1[CH:25]=[C:24](B(O)O)[CH:23]=[CH:22]2.C([O-])([O-])=O.[K+].[K+].O, predict the reaction product. The product is: [NH2:1][C:2]1[C:7]([C:8]2[CH:13]=[CH:12][C:11]([OH:14])=[CH:10][CH:9]=2)=[C:6]([CH2:15][CH3:16])[C:5]([C:23]2[CH:22]=[C:21]3[C:26](=[CH:25][CH:24]=2)[NH:18][N:19]=[CH:20]3)=[CH:4][N:3]=1. (4) Given the reactants [OH:1][C@@H:2]1[CH2:17][N:5]2[CH2:6][CH2:7][N:8]([C:10]([O:12][C:13]([CH3:16])([CH3:15])[CH3:14])=[O:11])[CH2:9][C@@H:4]2[CH2:3]1.CC(C)([O-])C.[K+].Br[C:25]1[CH:30]=[N:29][C:28]([CH:31]2[CH2:33][CH2:32]2)=[CH:27][N:26]=1, predict the reaction product. The product is: [CH:31]1([C:28]2[N:29]=[CH:30][C:25]([O:1][C@@H:2]3[CH2:17][N:5]4[CH2:6][CH2:7][N:8]([C:10]([O:12][C:13]([CH3:14])([CH3:16])[CH3:15])=[O:11])[CH2:9][C@@H:4]4[CH2:3]3)=[N:26][CH:27]=2)[CH2:33][CH2:32]1. (5) Given the reactants [Br:1][C:2]1[CH:3]=[C:4]([S:8](Cl)(=[O:10])=[O:9])[CH:5]=[CH:6][CH:7]=1.[CH3:12][N:13]1[CH2:18][CH2:17][NH:16][CH2:15][CH2:14]1, predict the reaction product. The product is: [Br:1][C:2]1[CH:3]=[C:4]([S:8]([N:16]2[CH2:17][CH2:18][N:13]([CH3:12])[CH2:14][CH2:15]2)(=[O:10])=[O:9])[CH:5]=[CH:6][CH:7]=1. (6) The product is: [ClH:20].[S:1]1[CH:5]=[CH:4][CH:3]=[C:2]1[C:6]1[N:10]=[C:9]([CH:11]2[CH2:16][CH2:15][NH2+:14][CH2:13][CH2:12]2)[O:8][N:7]=1. Given the reactants [S:1]1[CH:5]=[CH:4][CH:3]=[C:2]1[C:6]1[N:10]=[C:9]([CH:11]2[CH2:16][CH2:15][N:14](C(O)=O)[CH2:13][CH2:12]2)[O:8][N:7]=1.[ClH:20].C(OCC)C, predict the reaction product. (7) Given the reactants Br[C:2]1[CH:7]=[CH:6][C:5]([S:8]([NH:11][C:12]2[CH:17]=[C:16]([N:18]3[CH2:23][C@H:22]([CH3:24])[NH:21][C@H:20]([CH3:25])[CH2:19]3)[CH:15]=[CH:14][C:13]=2[O:26][CH3:27])(=[O:10])=[O:9])=[C:4]([Cl:28])[CH:3]=1.[CH3:29][C:30]1[O:34][C:33](B(O)O)=[CH:32][CH:31]=1.CC(C)([O-])C.[K+], predict the reaction product. The product is: [Cl:28][C:4]1[CH:3]=[C:2]([C:33]2[O:34][C:30]([CH3:29])=[CH:31][CH:32]=2)[CH:7]=[CH:6][C:5]=1[S:8]([NH:11][C:12]1[CH:17]=[C:16]([N:18]2[CH2:23][C@H:22]([CH3:24])[NH:21][C@H:20]([CH3:25])[CH2:19]2)[CH:15]=[CH:14][C:13]=1[O:26][CH3:27])(=[O:10])=[O:9].